Dataset: Full USPTO retrosynthesis dataset with 1.9M reactions from patents (1976-2016). Task: Predict the reactants needed to synthesize the given product. (1) The reactants are: [Cl:1][C:2]1[CH:3]=[C:4]([CH:27]=[CH:28][C:29]=1[F:30])[NH:5][C:6]1[C:15]2[C:10](=[CH:11][C:12]([O:22][CH2:23][CH2:24][CH2:25]Cl)=[CH:13][C:14]=2[O:16][CH:17]2[CH2:21][CH2:20][O:19][CH2:18]2)[N:9]=[CH:8][N:7]=1.[NH:31]1[CH2:36][CH2:35][NH:34][CH2:33][C:32]1=[O:37]. Given the product [Cl:1][C:2]1[CH:3]=[C:4]([CH:27]=[CH:28][C:29]=1[F:30])[NH:5][C:6]1[C:15]2[C:10](=[CH:11][C:12]([O:22][CH2:23][CH2:24][CH2:25][N:34]3[CH2:35][CH2:36][NH:31][C:32](=[O:37])[CH2:33]3)=[CH:13][C:14]=2[O:16][CH:17]2[CH2:21][CH2:20][O:19][CH2:18]2)[N:9]=[CH:8][N:7]=1, predict the reactants needed to synthesize it. (2) Given the product [CH:1]1([CH2:7][C@H:8]([N:12]2[CH2:16][C:15]([O:17][CH2:18][CH:19]3[O:24][C:23]4[CH:25]=[CH:26][CH:27]=[CH:28][C:22]=4[O:21][CH2:20]3)=[CH:14][C:13]2=[O:29])[C:9]([NH:51][C:52]2[CH:56]=[CH:55][N:54]([CH2:57][C:58]([OH:60])([CH3:59])[CH3:61])[N:53]=2)=[O:11])[CH2:2][CH2:3][CH2:4][CH2:5][CH2:6]1, predict the reactants needed to synthesize it. The reactants are: [CH:1]1([CH2:7][C@H:8]([N:12]2[CH2:16][C:15]([O:17][CH2:18][CH:19]3[O:24][C:23]4[CH:25]=[CH:26][CH:27]=[CH:28][C:22]=4[O:21][CH2:20]3)=[CH:14][C:13]2=[O:29])[C:9]([OH:11])=O)[CH2:6][CH2:5][CH2:4][CH2:3][CH2:2]1.CN(C)CCCN=C=NCC.ON1C2C=CC=CC=2N=N1.[NH2:51][C:52]1[CH:56]=[CH:55][N:54]([CH2:57][C:58]([CH3:61])([OH:60])[CH3:59])[N:53]=1. (3) Given the product [CH2:1]([N:8]1[C:16]2[C:11](=[CH:12][CH:13]=[CH:14][CH:15]=2)[C:10]([C:17]([OH:26])([C:18]([N:20]2[CH2:21][CH2:22][O:23][CH2:24][CH2:25]2)=[O:19])[C:28]([F:30])([F:29])[F:27])=[CH:9]1)[C:2]1[CH:3]=[CH:4][CH:5]=[CH:6][CH:7]=1, predict the reactants needed to synthesize it. The reactants are: [CH2:1]([N:8]1[C:16]2[C:11](=[CH:12][CH:13]=[CH:14][CH:15]=2)[C:10]([C:17](=[O:26])[C:18]([N:20]2[CH2:25][CH2:24][O:23][CH2:22][CH2:21]2)=[O:19])=[CH:9]1)[C:2]1[CH:7]=[CH:6][CH:5]=[CH:4][CH:3]=1.[F:27][C:28]([Si](C)(C)C)([F:30])[F:29].C([O-])(=O)C.[Li+].[F-].C([N+](CCCC)(CCCC)CCCC)CCC.